From a dataset of Forward reaction prediction with 1.9M reactions from USPTO patents (1976-2016). Predict the product of the given reaction. (1) Given the reactants [CH3:1][C@H:2]([CH2:6][CH:7]=[CH2:8])[C:3]([OH:5])=O.[NH:9]1[CH2:13][CH2:12][CH2:11][C@H:10]1[CH2:14][OH:15].CC(=O)OCC, predict the reaction product. The product is: [OH:15][CH2:14][C@@H:10]1[CH2:11][CH2:12][CH2:13][N:9]1[C:3](=[O:5])[C@H:2]([CH3:1])[CH2:6][CH:7]=[CH2:8]. (2) Given the reactants Br[C:2]1[S:3][CH:4]=[C:5]([CH2:7][O:8][C:9]2[CH:14]=[CH:13][N:12]([C:15]3[CH:16]=[CH:17][C:18]4[N:22]=[C:21]([CH:23]5[CH2:25][CH2:24]5)[N:20]([CH3:26])[C:19]=4[CH:27]=3)[C:11](=[O:28])[CH:10]=2)[N:6]=1.[CH:29]1(B(O)O)[CH2:31][CH2:30]1.C(=O)([O-])[O-].[K+].[K+].COCCOC, predict the reaction product. The product is: [CH:23]1([C:21]2[N:20]([CH3:26])[C:19]3[CH:27]=[C:15]([N:12]4[CH:13]=[CH:14][C:9]([O:8][CH2:7][C:5]5[N:6]=[C:2]([CH:29]6[CH2:31][CH2:30]6)[S:3][CH:4]=5)=[CH:10][C:11]4=[O:28])[CH:16]=[CH:17][C:18]=3[N:22]=2)[CH2:25][CH2:24]1. (3) Given the reactants [Cl:1][C:2]1[CH:3]=[C:4]2[C:8](=[N:9][CH:10]=1)[NH:7][CH:6]=[C:5]2[CH:11]=O.[O:13]=[C:14]1[CH2:18][O:17][C:16]([NH:19][C:20]2[CH:25]=[CH:24][CH:23]=[CH:22][CH:21]=2)=[C:15]1[C:26]([O:28][CH2:29][CH3:30])=[O:27].N1CCCCC1, predict the reaction product. The product is: [Cl:1][C:2]1[CH:3]=[C:4]2[C:5]([CH:11]=[C:18]3[O:17][C:16]([NH:19][C:20]4[CH:25]=[CH:24][CH:23]=[CH:22][CH:21]=4)=[C:15]([C:26]([O:28][CH2:29][CH3:30])=[O:27])[C:14]3=[O:13])=[CH:6][NH:7][C:8]2=[N:9][CH:10]=1. (4) Given the reactants [Br:1][C:2]1[CH:3]=[C:4]2[C:8](=[CH:9][CH:10]=1)[C:7](=O)[CH2:6][CH2:5]2.[CH3:12][C:13]1([CH3:20])[CH2:18][CH2:17][CH:16]([NH2:19])[CH2:15][CH2:14]1.[BH3-]C#N.[Na+].O, predict the reaction product. The product is: [Br:1][C:2]1[CH:3]=[C:4]2[C:8](=[CH:9][CH:10]=1)[CH:7]([NH:19][CH:16]1[CH2:17][CH2:18][C:13]([CH3:20])([CH3:12])[CH2:14][CH2:15]1)[CH2:6][CH2:5]2. (5) Given the reactants [CH3:1][CH:2]([CH3:17])[CH2:3][CH2:4][NH:5][C:6]([C:8]1([C:13]([O:15]C)=[O:14])[CH2:12][CH2:11][CH2:10][CH2:9]1)=[O:7].O.[OH-].[Li+].[CH2:21]1COCC1, predict the reaction product. The product is: [CH3:21][CH:9]1[CH2:10][CH2:11][CH2:12][C:8]1([C:6](=[O:7])[NH:5][CH2:4][CH2:3][CH:2]([CH3:17])[CH3:1])[C:13]([OH:15])=[O:14].